From a dataset of Full USPTO retrosynthesis dataset with 1.9M reactions from patents (1976-2016). Predict the reactants needed to synthesize the given product. (1) Given the product [NH2:9][C:10]1[N:18]=[CH:17][N:16]=[C:15]2[C:11]=1[N:12]=[CH:13][N:14]2[C@@H:19]1[O:23][C@H:22](/[CH:24]=[CH:25]/[P:26](=[O:27])([OH:28])[OH:29])[C@@H:21]([OH:30])[C@H:20]1[OH:31], predict the reactants needed to synthesize it. The reactants are: C([NH:9][C:10]1[N:18]=[CH:17][N:16]=[C:15]2[C:11]=1[N:12]=[CH:13][N:14]2[C@@H:19]1[O:23][C@H:22](/[CH:24]=[CH:25]/[P:26](=[O:29])([OH:28])[OH:27])[C@@H:21]([OH:30])[C@H:20]1[OH:31])(=O)C1C=CC=CC=1.[NH4+].[OH-]. (2) Given the product [OH:2][C@H:3]1[CH2:8][CH2:7][C@H:6]([N:9]2[CH2:13][CH2:12][C:11]3([CH2:18][CH2:17][CH2:16][N:15]([C:21]([O:23][C:24]4[CH:25]=[CH:26][C:27]([N+:30]([O-:32])=[O:31])=[CH:28][CH:29]=4)=[O:22])[CH2:14]3)[C:10]2=[O:19])[CH2:5][CH2:4]1, predict the reactants needed to synthesize it. The reactants are: Cl.[OH:2][C@H:3]1[CH2:8][CH2:7][C@H:6]([N:9]2[CH2:13][CH2:12][C:11]3([CH2:18][CH2:17][CH2:16][NH:15][CH2:14]3)[C:10]2=[O:19])[CH2:5][CH2:4]1.Cl[C:21]([O:23][C:24]1[CH:29]=[CH:28][C:27]([N+:30]([O-:32])=[O:31])=[CH:26][CH:25]=1)=[O:22].C(N(CC)C(C)C)(C)C.C(Cl)Cl. (3) Given the product [Cl:1][C:2]1[CH:10]=[C:9]([O:11][C:12]2[C:17]([C:18]([N:20]3[C:29]4[C:24](=[CH:25][CH:26]=[CH:27][CH:28]=4)[N:23]([CH:30]4[CH2:31][CH2:32]4)[CH2:22][CH2:21]3)=[O:19])=[CH:16][N:15]=[C:14]([CH3:33])[CH:13]=2)[C:8]([Cl:34])=[CH:7][C:3]=1[C:4]([NH:35][CH2:36][C:37]1[NH:41][N:40]=[N:39][N:38]=1)=[O:5], predict the reactants needed to synthesize it. The reactants are: [Cl:1][C:2]1[CH:10]=[C:9]([O:11][C:12]2[C:17]([C:18]([N:20]3[C:29]4[C:24](=[CH:25][CH:26]=[CH:27][CH:28]=4)[N:23]([CH:30]4[CH2:32][CH2:31]4)[CH2:22][CH2:21]3)=[O:19])=[CH:16][N:15]=[C:14]([CH3:33])[CH:13]=2)[C:8]([Cl:34])=[CH:7][C:3]=1[C:4](O)=[O:5].[NH2:35][CH2:36][C:37]1[NH:41][N:40]=[N:39][N:38]=1. (4) Given the product [NH2:19][C:13]1[CH:14]=[CH:15][C:16]([F:18])=[CH:17][C:12]=1[NH:11][C:9]1[N:8]=[C:7]2[C:3]([NH:4][C:5](=[O:33])[N:6]2[C@H:22]2[C:31]3[C:26](=[C:27]([F:32])[CH:28]=[CH:29][CH:30]=3)[O:25][CH2:24][CH2:23]2)=[C:2]([Cl:1])[N:10]=1, predict the reactants needed to synthesize it. The reactants are: [Cl:1][C:2]1[N:10]=[C:9]([NH:11][C:12]2[CH:17]=[C:16]([F:18])[CH:15]=[CH:14][C:13]=2[N+:19]([O-])=O)[N:8]=[C:7]2[C:3]=1[NH:4][C:5](=[O:33])[N:6]2[C@H:22]1[C:31]2[C:26](=[C:27]([F:32])[CH:28]=[CH:29][CH:30]=2)[O:25][CH2:24][CH2:23]1.C(O)(=O)C.O.[OH-].[NH4+].